From a dataset of Reaction yield outcomes from USPTO patents with 853,638 reactions. Predict the reaction yield, written as a fraction of the theoretical maximum amount of product (1.0 means a 100% yield; for example, 0.34 means a 34% yield). The catalyst is C(#N)C.ClCCl.CN1C(=O)N(C)CCC1. The reactants are [NH2:1][C:2]1[CH:3]=[CH:4][C:5]([Br:51])=[C:6]([CH2:8][N:9]([CH3:50])[C:10]([CH:12]([NH:24][C:25]2[CH:26]=[C:27]3[C:32](=[CH:33][CH:34]=2)[C:31]([N:35]([C:43]([O:45][C:46]([CH3:49])([CH3:48])[CH3:47])=[O:44])[C:36](=[O:42])[O:37][C:38]([CH3:41])([CH3:40])[CH3:39])=[N:30][CH:29]=[CH:28]3)[C:13]2[CH:18]=[CH:17][C:16]([C@@H:19]([CH3:22])[CH2:20][OH:21])=[C:15]([CH3:23])[CH:14]=2)=[O:11])[CH:7]=1.[C:52](Cl)(Cl)=[O:53]. The product is [Br:51][C:5]1[CH:4]=[CH:3][C:2]2=[CH:7][C:6]=1[CH2:8][N:9]([CH3:50])[C:10](=[O:11])[C@H:12]([NH:24][C:25]1[CH:26]=[C:27]3[C:32](=[CH:33][CH:34]=1)[C:31]([N:35]([C:36]([O:37][C:38]([CH3:40])([CH3:41])[CH3:39])=[O:42])[C:43](=[O:44])[O:45][C:46]([CH3:49])([CH3:48])[CH3:47])=[N:30][CH:29]=[CH:28]3)[C:13]1[CH:14]=[C:15]([CH3:23])[C:16]([C@@H:19]([CH3:22])[CH2:20][O:21][C:52](=[O:53])[NH:1]2)=[CH:17][CH:18]=1. The yield is 0.330.